Dataset: Forward reaction prediction with 1.9M reactions from USPTO patents (1976-2016). Task: Predict the product of the given reaction. (1) Given the reactants [CH2:1]([O:3][C:4]([C:6]1([C:12]#[N:13])[CH2:11][CH2:10][CH2:9][CH2:8][CH2:7]1)=[O:5])[CH3:2].[H][H], predict the reaction product. The product is: [CH2:1]([O:3][C:4]([C:6]1([CH2:12][NH2:13])[CH2:11][CH2:10][CH2:9][CH2:8][CH2:7]1)=[O:5])[CH3:2]. (2) Given the reactants [CH:1](NC(C)C)(C)C.C([Li])CCC.CCCCCC.[CH2:19]([O:21][C:22]([C:24]1([C@@H:27]2[CH2:31][N:30]([C@H:32]([C:34]3[CH:39]=[CH:38][CH:37]=[CH:36][CH:35]=3)[CH3:33])[C:29](=[O:40])[C@H:28]2[F:41])[CH2:26][CH2:25]1)=[O:23])[CH3:20].C(C1C=CC=C(C(C)(C)C)C=1O)(C)(C)C.[Cl-].[NH4+], predict the reaction product. The product is: [CH2:19]([O:21][C:22]([C:24]1([C@H:27]2[CH2:31][N:30]([C@H:32]([C:34]3[CH:39]=[CH:38][CH:37]=[CH:36][CH:35]=3)[CH3:33])[C:29](=[O:40])[C@H:28]2[F:41])[CH2:26][CH2:1][CH2:25]1)=[O:23])[CH3:20].